Dataset: Forward reaction prediction with 1.9M reactions from USPTO patents (1976-2016). Task: Predict the product of the given reaction. (1) Given the reactants [F:1][C:2]1[CH:3]=[C:4]([S:27]([NH:30][CH3:31])(=[O:29])=[O:28])[CH:5]=[C:6]([C:9]([N:11]2[CH2:16][CH2:15][N:14]([C:17]3[CH:22]=[CH:21][C:20]([C:23]([F:26])([F:25])[F:24])=[CH:19][CH:18]=3)[CH2:13][CH2:12]2)=[O:10])[C:7]=1F.[NH:32]1[CH2:37][CH2:36][O:35][CH2:34][CH2:33]1, predict the reaction product. The product is: [F:1][C:2]1[CH:3]=[C:4]([S:27]([NH:30][CH3:31])(=[O:28])=[O:29])[CH:5]=[C:6]([C:9]([N:11]2[CH2:16][CH2:15][N:14]([C:17]3[CH:18]=[CH:19][C:20]([C:23]([F:26])([F:25])[F:24])=[CH:21][CH:22]=3)[CH2:13][CH2:12]2)=[O:10])[C:7]=1[N:32]1[CH2:37][CH2:36][O:35][CH2:34][CH2:33]1. (2) Given the reactants N[C:2]1[CH:18]=[C:17]([C:19]([F:22])([F:21])[F:20])[C:5]2[N:6]([C:10]3[CH:15]=[CH:14][C:13]([Cl:16])=[CH:12][CH:11]=3)[C:7](=[O:9])[NH:8][C:4]=2[CH:3]=1.[C:23]([Cu])#[N:24].N(OC(C)(C)C)=O, predict the reaction product. The product is: [Cl:16][C:13]1[CH:12]=[CH:11][C:10]([N:6]2[C:5]3[C:17]([C:19]([F:21])([F:22])[F:20])=[CH:18][C:2]([C:23]#[N:24])=[CH:3][C:4]=3[NH:8][C:7]2=[O:9])=[CH:15][CH:14]=1. (3) Given the reactants C[O:2][C:3]([C:5]1[CH:10]=[CH:9][C:8]([C:11]#[N:12])=[CH:7][N:6]=1)=[O:4].[OH-].[Na+].Cl, predict the reaction product. The product is: [C:11]([C:8]1[CH:9]=[CH:10][C:5]([C:3]([OH:4])=[O:2])=[N:6][CH:7]=1)#[N:12].